From a dataset of Catalyst prediction with 721,799 reactions and 888 catalyst types from USPTO. Predict which catalyst facilitates the given reaction. (1) Product: [C:1]([C:3]1[C:8](=[O:9])[N:7]([CH2:10][C:11]2[CH:16]=[CH:15][C:14]([CH3:17])=[CH:13][C:12]=2[CH3:18])[C:6]([C:19]2[CH:24]=[CH:23][C:22]([C:25]3[CH:30]=[CH:29][CH:28]=[C:27]([CH2:31][CH2:32][C:33]([O:35][CH3:36])=[O:34])[CH:26]=3)=[CH:21][CH:20]=2)=[CH:5][C:4]=1[C:37]([F:40])([F:39])[F:38])#[N:2]. The catalyst class is: 50. Reactant: [C:1]([C:3]1[C:8](=[O:9])[N:7]([CH2:10][C:11]2[CH:16]=[CH:15][C:14]([CH3:17])=[CH:13][C:12]=2[CH3:18])[C:6]([C:19]2[CH:24]=[CH:23][C:22]([C:25]3[CH:30]=[CH:29][CH:28]=[C:27](/[CH:31]=[CH:32]/[C:33]([O:35][CH3:36])=[O:34])[CH:26]=3)=[CH:21][CH:20]=2)=[CH:5][C:4]=1[C:37]([F:40])([F:39])[F:38])#[N:2].[H][H]. (2) Reactant: [N:1]1[C:10]2[C:5](=[CH:6][CH:7]=[CH:8][CH:9]=2)[CH:4]=[C:3]([NH2:11])[CH:2]=1.[N:12]([O-])=O.[Na+].O.O.[Cl:18][Sn]Cl. Product: [ClH:18].[N:1]1[C:10]2[C:5](=[CH:6][CH:7]=[CH:8][CH:9]=2)[CH:4]=[C:3]([NH:11][NH2:12])[CH:2]=1. The catalyst class is: 33. (3) Reactant: [CH2:1]([O:8][C:9]1[CH:10]=[CH:11][C:12]([CH:18]=[CH:19][C:20]([O:22][C:23]([CH3:26])([CH3:25])[CH3:24])=[O:21])=[C:13]([CH:17]=1)[C:14]([OH:16])=[O:15])[C:2]1[CH:7]=[CH:6][CH:5]=[CH:4][CH:3]=1.[CH3:27][Si:28]([CH3:33])([CH3:32])[CH2:29][CH2:30]O.C(Cl)CCl. Product: [CH3:27][Si:28]([CH3:33])([CH3:32])[CH2:29][CH2:30][O:15][C:14](=[O:16])[C:13]1[CH:17]=[C:9]([O:8][CH2:1][C:2]2[CH:3]=[CH:4][CH:5]=[CH:6][CH:7]=2)[CH:10]=[CH:11][C:12]=1[CH:18]=[CH:19][C:20]([O:22][C:23]([CH3:26])([CH3:25])[CH3:24])=[O:21]. The catalyst class is: 64. (4) Product: [Cl:1][C:2]1[C:3]2[CH:10]=[CH:9][N:8]([S:19]([C:13]3[CH:18]=[CH:17][CH:16]=[CH:15][CH:14]=3)(=[O:21])=[O:20])[C:4]=2[N:5]=[CH:6][N:7]=1. Reactant: [Cl:1][C:2]1[C:3]2[CH:10]=[CH:9][NH:8][C:4]=2[N:5]=[CH:6][N:7]=1.[H-].[Na+].[C:13]1([S:19](Cl)(=[O:21])=[O:20])[CH:18]=[CH:17][CH:16]=[CH:15][CH:14]=1.[NH4+].[Cl-]. The catalyst class is: 1. (5) Reactant: [CH2:1]([O:4][N:5]([C@H:18]1[CH2:23][NH:22][C@H:21]([C:24]([NH2:26])=[O:25])[C:20]([CH2:27][CH3:28])=[CH:19]1)S(C1C=CC=CC=1[N+]([O-])=O)(=O)=O)[CH:2]=[CH2:3].C(ON[C@@H]1C(C)=C[C@@H](CO[Si](C(C)(C)C)(C)C)NC1)C=C. Product: [CH2:1]([O:4][NH:5][CH:18]1[CH2:23][NH:22][C@@H:21]([C:24]([NH2:26])=[O:25])[C:20]([CH2:27][CH3:28])=[CH:19]1)[CH:2]=[CH2:3]. The catalyst class is: 138. (6) Reactant: [C:1]([O:5][C:6](=[O:14])[NH:7][C@H:8]([C:11](=O)[NH2:12])[CH2:9][CH3:10])([CH3:4])([CH3:3])[CH3:2].F[B-](F)(F)F.C([O+](CC)CC)C.[F:27][C:28]1[CH:29]=[C:30]([NH:35][C:36]2[CH:41]=[CH:40][CH:39]=[CH:38][N:37]=2)[C:31](N)=[CH:32][CH:33]=1. Product: [C:1]([O:5][C:6](=[O:14])[NH:7][C@H:8]([C:11]1[N:35]([C:36]2[CH:41]=[CH:40][CH:39]=[CH:38][N:37]=2)[C:30]2[CH:29]=[C:28]([F:27])[CH:33]=[CH:32][C:31]=2[N:12]=1)[CH2:9][CH3:10])([CH3:4])([CH3:3])[CH3:2]. The catalyst class is: 1. (7) Reactant: Cl[CH2:2][C:3]1[CH:8]=[CH:7][C:6]([CH:9]2[CH2:14][CH2:13][N:12]([C:15]([O:17][CH2:18][C:19]3[CH:24]=[CH:23][CH:22]=[CH:21][CH:20]=3)=[O:16])[CH2:11][CH:10]2[O:25][CH2:26][C:27]2[CH:28]=[CH:29][C:30]3[O:35][CH2:34][CH2:33][N:32]([CH2:36][CH2:37][CH2:38][O:39][CH3:40])[C:31]=3[CH:41]=2)=[CH:5][CH:4]=1.[F:42][C:43]1[CH:52]=[CH:51][C:50]([F:53])=[CH:49][C:44]=1[O:45][CH2:46][CH2:47][OH:48].[H-].[Na+].C(=O)([O-])O.[Na+]. Product: [F:42][C:43]1[CH:52]=[CH:51][C:50]([F:53])=[CH:49][C:44]=1[O:45][CH2:46][CH2:47][O:48][CH2:2][C:3]1[CH:8]=[CH:7][C:6]([CH:9]2[CH2:14][CH2:13][N:12]([C:15]([O:17][CH2:18][C:19]3[CH:24]=[CH:23][CH:22]=[CH:21][CH:20]=3)=[O:16])[CH2:11][CH:10]2[O:25][CH2:26][C:27]2[CH:28]=[CH:29][C:30]3[O:35][CH2:34][CH2:33][N:32]([CH2:36][CH2:37][CH2:38][O:39][CH3:40])[C:31]=3[CH:41]=2)=[CH:5][CH:4]=1. The catalyst class is: 9. (8) Reactant: [F:1][C:2]1[CH:3]=[C:4]([C:9]2[CH:18]=[C:17]3[C:12]([N:13]=[CH:14][C:15]([C:19]4[S:20][CH:21]=[CH:22][CH:23]=4)=[N:16]3)=[C:11]([C:24]([NH:26][CH2:27][C:28]([O:30]CC)=[O:29])=[O:25])[C:10]=2[OH:33])[CH:5]=[CH:6][C:7]=1[F:8].[OH-].[Na+]. Product: [F:1][C:2]1[CH:3]=[C:4]([C:9]2[CH:18]=[C:17]3[C:12]([N:13]=[CH:14][C:15]([C:19]4[S:20][CH:21]=[CH:22][CH:23]=4)=[N:16]3)=[C:11]([C:24]([NH:26][CH2:27][C:28]([OH:30])=[O:29])=[O:25])[C:10]=2[OH:33])[CH:5]=[CH:6][C:7]=1[F:8]. The catalyst class is: 8. (9) Reactant: C([N:8]1[CH2:13][CH2:12][N:11]([CH:14]2[CH2:24][CH:17]3[CH2:18][N:19]([C:21](=[O:23])[CH3:22])[CH2:20][CH:16]3[CH2:15]2)[CH2:10][CH2:9]1)C1C=CC=CC=1. Product: [N:11]1([CH:14]2[CH2:24][CH:17]3[CH2:18][N:19]([C:21](=[O:23])[CH3:22])[CH2:20][CH:16]3[CH2:15]2)[CH2:12][CH2:13][NH:8][CH2:9][CH2:10]1. The catalyst class is: 105.